From a dataset of Forward reaction prediction with 1.9M reactions from USPTO patents (1976-2016). Predict the product of the given reaction. (1) Given the reactants [Br:1][C:2]1[CH:3]=[C:4]([OH:8])[CH:5]=[CH:6][CH:7]=1.C(N(CC)CC)C.[C:16](OC(=O)C)(=[O:18])[CH3:17], predict the reaction product. The product is: [C:16]([O:8][C:4]1[CH:5]=[CH:6][CH:7]=[C:2]([Br:1])[CH:3]=1)(=[O:18])[CH3:17]. (2) The product is: [CH2:1]([O:8][C:9]([N:11]1[CH2:15][C@H:14]([O:16][Si:23]([C:26]([CH3:29])([CH3:28])[CH3:27])([CH3:25])[CH3:24])[C@H:13]([NH2:17])[CH2:12]1)=[O:10])[C:2]1[CH:3]=[CH:4][CH:5]=[CH:6][CH:7]=1. Given the reactants [CH2:1]([O:8][C:9]([N:11]1[CH2:15][C@H:14]([OH:16])[C@H:13]([NH2:17])[CH2:12]1)=[O:10])[C:2]1[CH:7]=[CH:6][CH:5]=[CH:4][CH:3]=1.N1C=CN=C1.[Si:23](Cl)([C:26]([CH3:29])([CH3:28])[CH3:27])([CH3:25])[CH3:24], predict the reaction product. (3) Given the reactants Cl[C:2]1[CH:7]=[CH:6][N:5]=[C:4]([C:8]([NH2:10])=[O:9])[CH:3]=1.[NH2:11][C:12]1[CH:17]=[CH:16][C:15]([OH:18])=[CH:14][CH:13]=1, predict the reaction product. The product is: [C:8]([C:4]1[CH:3]=[C:2]([O:18][C:15]2[CH:16]=[CH:17][C:12]([NH2:11])=[CH:13][CH:14]=2)[CH:7]=[CH:6][N:5]=1)(=[O:9])[NH2:10].